From a dataset of HIV replication inhibition screening data with 41,000+ compounds from the AIDS Antiviral Screen. Binary Classification. Given a drug SMILES string, predict its activity (active/inactive) in a high-throughput screening assay against a specified biological target. (1) The molecule is O=C1OC(=O)N2CSCC12. The result is 0 (inactive). (2) The compound is COc1ccc(N=Nc2c(=N)[nH]n3cc4c(nc23)-c2ccccc2C4)cc1. The result is 0 (inactive). (3) The drug is Oc1cnnc2c(F)cccc12. The result is 0 (inactive). (4) The drug is CCc1nc(N)c2nc(-c3ccc(C#N)cc3)oc2n1. The result is 0 (inactive). (5) The compound is CN(C)C(=S)N=c1sn(C)c(=NC(=S)N(C)C)n1C. The result is 0 (inactive). (6) The drug is I.O=C(O)c1ccccc1C=NNC1=NCCCCN1. The result is 0 (inactive).